This data is from Forward reaction prediction with 1.9M reactions from USPTO patents (1976-2016). The task is: Predict the product of the given reaction. (1) Given the reactants [Si]([O:8][C@@H:9]1[C@@H:14]([CH3:15])[CH2:13][N:12]([C:16]2[CH:21]=[CH:20][N:19]=[CH:18][C:17]=2[NH:22][C:23]([C:25]2[CH:34]=[CH:33][C:32]3[C:27](=[CH:28][C:29]([C:35]4[CH:36]=[N:37][C:38]([O:41][CH3:42])=[CH:39][CH:40]=4)=[CH:30][CH:31]=3)[N:26]=2)=[O:24])[CH2:11][C@H:10]1[NH:43]C(=O)OC(C)(C)C)(C(C)(C)C)(C)C.COC1N=CC(B(O)O)=CC=1.CCN(C(C)C)C(C)C.N#N, predict the reaction product. The product is: [NH2:43][C@H:10]1[C@H:9]([OH:8])[C@@H:14]([CH3:15])[CH2:13][N:12]([C:16]2[CH:21]=[CH:20][N:19]=[CH:18][C:17]=2[NH:22][C:23]([C:25]2[CH:34]=[CH:33][C:32]3[C:27](=[CH:28][C:29]([C:35]4[CH:36]=[N:37][C:38]([O:41][CH3:42])=[CH:39][CH:40]=4)=[CH:30][CH:31]=3)[N:26]=2)=[O:24])[CH2:11]1. (2) Given the reactants [F:1][C:2]([F:24])([F:23])[C:3]1[CH:4]=[C:5]2[C:10](=[CH:11][CH:12]=1)[N:9]1[C:13]([CH:16]=C)=[CH:14][N:15]=[C:8]1[C:7]([NH:18][CH2:19][CH2:20][CH2:21][OH:22])=[N:6]2.C[N+]1([O-])CC[O:29]CC1.I([O-])(=O)(=O)=O.[Na+], predict the reaction product. The product is: [OH:22][CH2:21][CH2:20][CH2:19][NH:18][C:7]1[C:8]2[N:9]([C:13]([CH:16]=[O:29])=[CH:14][N:15]=2)[C:10]2[C:5]([N:6]=1)=[CH:4][C:3]([C:2]([F:23])([F:1])[F:24])=[CH:12][CH:11]=2. (3) Given the reactants C[O:2][C:3]([C:5]1[CH:6]=[C:7]2[C:11](=[CH:12][CH:13]=1)[N:10]([CH2:14][C:15](OC)([O:32]C)[CH2:16][O:17][C:18]1[CH:23]=[CH:22][C:21]([CH2:24][CH2:25][CH2:26][CH2:27][CH2:28][CH2:29][CH2:30][CH3:31])=[CH:20][CH:19]=1)[CH:9]=[C:8]2[C:36](=[O:45])[CH2:37][CH2:38][CH2:39][CH2:40][C:41]([O:43]C)=[O:42])=[O:4].CO.[OH-].[Na+], predict the reaction product. The product is: [C:41]([CH2:40][CH2:39][CH2:38][CH2:37][C:36]([C:8]1[C:7]2[C:11](=[CH:12][CH:13]=[C:5]([C:3]([OH:4])=[O:2])[CH:6]=2)[N:10]([CH2:14][C:15](=[O:32])[CH2:16][O:17][C:18]2[CH:19]=[CH:20][C:21]([CH2:24][CH2:25][CH2:26][CH2:27][CH2:28][CH2:29][CH2:30][CH3:31])=[CH:22][CH:23]=2)[CH:9]=1)=[O:45])([OH:43])=[O:42]. (4) Given the reactants Br[C:2]1[CH:7]=[CH:6][C:5]([C:8]([N:10]2[CH2:15][CH2:14][C:13]3([CH2:24][CH:23]([O:25][CH:26]([CH3:28])[CH3:27])[C:22]4[C:17](=[CH:18][CH:19]=[CH:20][CH:21]=4)[O:16]3)[CH2:12][CH2:11]2)=[O:9])=[CH:4][C:3]=1[O:29][CH3:30].C[Si](C)(C)[O:33][CH:34]=[C:35]([CH3:37])[CH3:36], predict the reaction product. The product is: [CH:26]([O:25][CH:23]1[C:22]2[C:17](=[CH:18][CH:19]=[CH:20][CH:21]=2)[O:16][C:13]2([CH2:14][CH2:15][N:10]([C:8]([C:5]3[CH:6]=[CH:7][C:2]([C:35]([CH3:37])([CH3:36])[CH:34]=[O:33])=[C:3]([O:29][CH3:30])[CH:4]=3)=[O:9])[CH2:11][CH2:12]2)[CH2:24]1)([CH3:28])[CH3:27].